From a dataset of Forward reaction prediction with 1.9M reactions from USPTO patents (1976-2016). Predict the product of the given reaction. (1) Given the reactants I[C:2]1[C:10]2[C:5](=[CH:6][CH:7]=[C:8]([C:11]([NH:13][CH2:14][CH:15]([N:21]3[CH2:26][CH2:25][O:24][CH2:23][CH2:22]3)[C:16]3[CH:20]=[CH:19][S:18][CH:17]=3)=[O:12])[CH:9]=2)[NH:4][N:3]=1.[CH3:27][N:28]1[CH2:33][CH2:32][CH:31]([O:34][C:35]2[CH:40]=[CH:39][C:38](B3OC(C)(C)C(C)(C)O3)=[CH:37][CH:36]=2)[CH2:30][CH2:29]1, predict the reaction product. The product is: [CH3:27][N:28]1[CH2:33][CH2:32][CH:31]([O:34][C:35]2[CH:40]=[CH:39][C:38]([C:2]3[C:10]4[C:5](=[CH:6][CH:7]=[C:8]([C:11]([NH:13][CH2:14][CH:15]([N:21]5[CH2:26][CH2:25][O:24][CH2:23][CH2:22]5)[C:16]5[CH:20]=[CH:19][S:18][CH:17]=5)=[O:12])[CH:9]=4)[NH:4][N:3]=3)=[CH:37][CH:36]=2)[CH2:30][CH2:29]1. (2) The product is: [C:1]1([C:7]2[C:22]([C:23]3[CH:24]=[CH:25][C:26]([C:29]4([NH2:33])[CH2:32][CH2:31][CH2:30]4)=[CH:27][CH:28]=3)=[N:21][C:10]3[O:11][CH2:12][CH2:13][N:14]([C:15]4[CH:16]=[N:17][CH:18]=[CH:19][CH:20]=4)[C:9]=3[CH:8]=2)[CH:6]=[CH:5][CH:4]=[CH:3][CH:2]=1. Given the reactants [C:1]1([C:7]2[C:22]([C:23]3[CH:28]=[CH:27][C:26]([C:29]4([NH:33]C(=O)OC(C)(C)C)[CH2:32][CH2:31][CH2:30]4)=[CH:25][CH:24]=3)=[N:21][C:10]3[O:11][CH2:12][CH2:13][N:14]([C:15]4[CH:16]=[N:17][CH:18]=[CH:19][CH:20]=4)[C:9]=3[CH:8]=2)[CH:6]=[CH:5][CH:4]=[CH:3][CH:2]=1, predict the reaction product. (3) Given the reactants [CH2:1]([O:3][CH2:4][C:5]1([CH2:15][O:16][CH2:17][CH3:18])[CH2:14][CH2:13][C:8]2(OCC[O:9]2)[CH2:7][CH2:6]1)[CH3:2], predict the reaction product. The product is: [CH2:17]([O:16][CH2:15][C:5]1([CH2:4][O:3][CH2:1][CH3:2])[CH2:14][CH2:13][C:8](=[O:9])[CH2:7][CH2:6]1)[CH3:18]. (4) Given the reactants COC(=O)C(NC1C=C(Cl)C=C(Cl)C=1OCC1C=CC=CC=1)=CC([O-])=O.C[O:28][C:29]([C:31]1[CH:40]=[C:39]([OH:41])[C:38]2[C:33](=[C:34]([O:48]CC3C=CC=CC=3)[CH:35]=[C:36]([C:42]3[CH:43]=[N:44][CH:45]=[CH:46][CH:47]=3)[CH:37]=2)[N:32]=1)=[O:30], predict the reaction product. The product is: [OH:41][C:39]1[C:38]2[C:33](=[C:34]([OH:48])[CH:35]=[C:36]([C:42]3[CH:43]=[N:44][CH:45]=[CH:46][CH:47]=3)[CH:37]=2)[N:32]=[C:31]([C:29]([OH:30])=[O:28])[CH:40]=1. (5) Given the reactants [Cl:1][C:2]1[CH:7]=[CH:6][C:5]([C:8]2[N:9]([C:27]3[CH:32]=[CH:31][C:30]([S:33]([CH3:36])(=[O:35])=[O:34])=[CH:29][CH:28]=3)[CH2:10][C:11](O)([CH2:13][O:14][CH2:15][C:16]3[CH:25]=[CH:24][C:23]4[C:18](=[CH:19][CH:20]=[CH:21][CH:22]=4)[N:17]=3)[N:12]=2)=[CH:4][CH:3]=1.O.C1(C)C=CC(S(O)(=O)=O)=CC=1, predict the reaction product. The product is: [Cl:1][C:2]1[CH:3]=[CH:4][C:5]([C:8]2[N:9]([C:27]3[CH:28]=[CH:29][C:30]([S:33]([CH3:36])(=[O:35])=[O:34])=[CH:31][CH:32]=3)[CH:10]=[C:11]([CH2:13][O:14][CH2:15][C:16]3[CH:25]=[CH:24][C:23]4[C:18](=[CH:19][CH:20]=[CH:21][CH:22]=4)[N:17]=3)[N:12]=2)=[CH:6][CH:7]=1.